From a dataset of Catalyst prediction with 721,799 reactions and 888 catalyst types from USPTO. Predict which catalyst facilitates the given reaction. (1) Reactant: [NH2:1][C:2]1[CH:3]=[C:4]([CH2:8][CH2:9][C:10]2[CH:15]=[C:14]([NH:16][C:17](=[O:23])[O:18][C:19]([CH3:22])([CH3:21])[CH3:20])[CH:13]=[CH:12][N:11]=2)[CH:5]=[CH:6][CH:7]=1.[Cl:24][C:25]1[N:30]=[C:29](Cl)[C:28]([F:32])=[CH:27][N:26]=1.C(=O)([O-])[O-].[K+].[K+]. Product: [Cl:24][C:25]1[N:30]=[C:29]([NH:1][C:2]2[CH:3]=[C:4]([CH2:8][CH2:9][C:10]3[CH:15]=[C:14]([NH:16][C:17](=[O:23])[O:18][C:19]([CH3:20])([CH3:22])[CH3:21])[CH:13]=[CH:12][N:11]=3)[CH:5]=[CH:6][CH:7]=2)[C:28]([F:32])=[CH:27][N:26]=1. The catalyst class is: 9. (2) Reactant: [Cl:1][C:2]1[CH:7]=[CH:6][C:5]([CH:8]2[C:15]3[C:14]([CH3:16])=[N:13][NH:12][C:11]=3[C:10](=[O:17])[N:9]2[C:18]2[CH:23]=[C:22]([CH3:24])[C:21](=[O:25])[N:20]([CH3:26])[CH:19]=2)=[CH:4][CH:3]=1.[CH3:27][N:28]([CH3:32])[C:29](Cl)=[O:30]. Product: [Cl:1][C:2]1[CH:7]=[CH:6][C:5]([CH:8]2[C:15]3[C:14]([CH3:16])=[N:13][N:12]([C:29]([N:28]([CH3:32])[CH3:27])=[O:30])[C:11]=3[C:10](=[O:17])[N:9]2[C:18]2[CH:23]=[C:22]([CH3:24])[C:21](=[O:25])[N:20]([CH3:26])[CH:19]=2)=[CH:4][CH:3]=1. The catalyst class is: 17. (3) Reactant: [Br:1][C:2]1[CH:11]=[C:10]2[C:5]([CH:6]=[CH:7][C:8]([O:12][CH:13]([CH2:17][CH3:18])[C:14]([OH:16])=O)=[CH:9]2)=[CH:4][CH:3]=1.[I-].ClC1C=CC=C[N+]=1C.C(N(CC)C(C)C)(C)C.[CH3:37][O:38][CH2:39][C:40]([CH3:43])([NH2:42])[CH3:41]. Product: [Br:1][C:2]1[CH:11]=[C:10]2[C:5]([CH:6]=[CH:7][C:8]([O:12][CH:13]([CH2:17][CH3:18])[C:14]([NH:42][C:40]([CH3:43])([CH3:41])[CH2:39][O:38][CH3:37])=[O:16])=[CH:9]2)=[CH:4][CH:3]=1. The catalyst class is: 4.